This data is from Full USPTO retrosynthesis dataset with 1.9M reactions from patents (1976-2016). The task is: Predict the reactants needed to synthesize the given product. (1) Given the product [CH3:10][C:4]1[CH:5]=[CH:6][CH:7]=[C:8]([CH3:9])[C:3]=1[CH2:2][NH:11][NH:12][C:13](=[O:16])[O:14][CH3:15], predict the reactants needed to synthesize it. The reactants are: Cl[CH2:2][C:3]1[C:8]([CH3:9])=[CH:7][CH:6]=[CH:5][C:4]=1[CH3:10].[NH2:11][NH:12][C:13](=[O:16])[O:14][CH3:15].C([O-])([O-])=O.[K+].[K+]. (2) Given the product [CH2:29]1[C:31]2([CH2:32][CH2:26][C@@H:25]([CH2:21][OH:38])[O:24]2)[CH2:30]1, predict the reactants needed to synthesize it. The reactants are: C1(C2N(C(OC(C)(C)C)=O)C3C=C([C:21]4C(C)=N[O:24][C:25]=4[CH3:26])C=C(I)C=3N=2)CC1.[Li][CH2:29][CH2:30][CH2:31][CH3:32].[NH4+].[Cl-].C1C[O:38]CC1. (3) Given the product [Br:8][C:9]1[CH:10]=[CH:11][C:12]([C:15]2[CH:20]=[CH:19][CH:18]=[CH:17][CH:16]=2)=[CH:13][CH:14]=1.[C:12]1([C:15]2[CH:20]=[CH:19][CH:18]=[CH:17][CH:16]=2)[CH:13]=[CH:14][C:9]([CH2:24][C@H:23]([OH:25])[CH2:21][Cl:22])=[CH:10][CH:11]=1, predict the reactants needed to synthesize it. The reactants are: [Mg].[Mg].C1COCC1.[Br:8][C:9]1[CH:14]=[CH:13][C:12]([C:15]2[CH:20]=[CH:19][CH:18]=[CH:17][CH:16]=2)=[CH:11][CH:10]=1.[CH2:21]([C@H:23]1[O:25][CH2:24]1)[Cl:22].Cl. (4) Given the product [CH3:1][N:6]1[C:10]2[CH:11]=[CH:12][CH:13]=[CH:14][C:9]=2[N:8]=[C:7]1[S:15][CH:16]1[CH2:21][CH2:20][N:19]([C:22]([O:24][C:25]([CH3:28])([CH3:27])[CH3:26])=[O:23])[CH2:18][CH2:17]1, predict the reactants needed to synthesize it. The reactants are: [CH2:1]([Li])CCC.[NH:6]1[C:10]2[CH:11]=[CH:12][CH:13]=[CH:14][C:9]=2[N:8]=[C:7]1[S:15][CH:16]1[CH2:21][CH2:20][N:19]([C:22]([O:24][C:25]([CH3:28])([CH3:27])[CH3:26])=[O:23])[CH2:18][CH2:17]1.CI.[Cl-].[NH4+]. (5) Given the product [CH:1]1([CH2:4][NH:5][C:6](=[O:19])[NH:7][C:8]2[CH:9]=[CH:10][C:11]([C:12]([OH:14])=[O:13])=[CH:17][CH:18]=2)[CH2:2][CH2:3]1, predict the reactants needed to synthesize it. The reactants are: [CH:1]1([CH2:4][NH:5][C:6](=[O:19])[NH:7][C:8]2[CH:18]=[CH:17][C:11]([C:12]([O:14]CC)=[O:13])=[CH:10][CH:9]=2)[CH2:3][CH2:2]1.[OH-].[Na+]. (6) Given the product [C:1]([O:9][C:10]1[C:19]([CH3:20])=[CH:18][C:13]([C:14]([O:16][CH3:17])=[O:15])=[CH:12][C:11]=1[C:21]([OH:24])=[O:22])(=[O:8])[C:2]1[CH:3]=[CH:4][CH:5]=[CH:6][CH:7]=1, predict the reactants needed to synthesize it. The reactants are: [C:1]([O:9][C:10]1[C:19]([CH3:20])=[CH:18][C:13]([C:14]([O:16][CH3:17])=[O:15])=[CH:12][C:11]=1[CH:21]=[O:22])(=[O:8])[C:2]1[CH:7]=[CH:6][CH:5]=[CH:4][CH:3]=1.Cl([O-])=[O:24].[Na+].Cl.